From a dataset of Forward reaction prediction with 1.9M reactions from USPTO patents (1976-2016). Predict the product of the given reaction. Given the reactants [NH4+:1].Br[CH2:3][C:4]1[CH:9]=[C:8]([Cl:10])[CH:7]=[C:6]([Cl:11])[C:5]=1[S:12]([CH2:15][CH3:16])(=[O:14])=[O:13].C1COCC1, predict the reaction product. The product is: [Cl:11][C:6]1[C:5]([S:12]([CH2:15][CH3:16])(=[O:14])=[O:13])=[C:4]([CH2:3][NH2:1])[CH:9]=[C:8]([Cl:10])[CH:7]=1.